Task: Predict the reactants needed to synthesize the given product.. Dataset: Full USPTO retrosynthesis dataset with 1.9M reactions from patents (1976-2016) (1) The reactants are: C([Li])CCC.[F:6][C:7]1[CH:8]=[C:9]([N:13]([CH3:23])[C:14](=[O:22])[C:15]2[CH:20]=[CH:19][CH:18]=[C:17](I)[CH:16]=2)[CH:10]=[CH:11][CH:12]=1.[C:24]([O:28][C:29]([N:31]1[CH2:36][CH2:35][CH:34]([C:37](=[O:52])[C:38]2[CH:43]=[CH:42][CH:41]=[C:40]([O:44][Si:45]([C:48]([CH3:51])([CH3:50])[CH3:49])([CH3:47])[CH3:46])[CH:39]=2)[CH2:33][CH2:32]1)=[O:30])([CH3:27])([CH3:26])[CH3:25].[NH4+].[Cl-]. Given the product [C:24]([O:28][C:29]([N:31]1[CH2:32][CH2:33][CH:34]([C:37]([C:38]2[CH:43]=[CH:42][CH:41]=[C:40]([O:44][Si:45]([C:48]([CH3:51])([CH3:50])[CH3:49])([CH3:46])[CH3:47])[CH:39]=2)([C:17]2[CH:18]=[CH:19][CH:20]=[C:15]([C:14](=[O:22])[N:13]([C:9]3[CH:10]=[CH:11][CH:12]=[C:7]([F:6])[CH:8]=3)[CH3:23])[CH:16]=2)[OH:52])[CH2:35][CH2:36]1)=[O:30])([CH3:27])([CH3:26])[CH3:25], predict the reactants needed to synthesize it. (2) The reactants are: [CH3:1][O:2][C:3]1[C:4](=[O:23])[C:5]([CH3:22])=[C:6]([CH2:12][C:13]2[CH:14]=C(C=CC=2)C(O)=O)[C:7](=[O:11])[C:8]=1[O:9][CH3:10].[NH:24]1CC[O:27][CH2:26][CH2:25]1. Given the product [CH3:1][O:2][C:3]1[C:4](=[O:23])[C:5]([CH3:22])=[C:6]([CH2:12][CH:13]2[CH2:14][O:27][CH2:26][CH2:25][NH:24]2)[C:7](=[O:11])[C:8]=1[O:9][CH3:10], predict the reactants needed to synthesize it.